Dataset: Peptide-MHC class II binding affinity with 134,281 pairs from IEDB. Task: Regression. Given a peptide amino acid sequence and an MHC pseudo amino acid sequence, predict their binding affinity value. This is MHC class II binding data. (1) The peptide sequence is NLADAVSKAPQLVPK. The MHC is DRB1_1602 with pseudo-sequence DRB1_1602. The binding affinity (normalized) is 0.241. (2) The peptide sequence is KLIADSIDFNQVAQV. The MHC is H-2-IAb with pseudo-sequence H-2-IAb. The binding affinity (normalized) is 0.0712. (3) The peptide sequence is ALLTSRLTGLALRNR. The MHC is DRB1_0401 with pseudo-sequence DRB1_0401. The binding affinity (normalized) is 0.422. (4) The peptide sequence is WDDLRSLCLFSYHRLR. The MHC is DRB5_0101 with pseudo-sequence DRB5_0101. The binding affinity (normalized) is 0.386. (5) The peptide sequence is DTGCAIDISRQELRCGSGV. The MHC is DRB4_0101 with pseudo-sequence DRB4_0103. The binding affinity (normalized) is 0.349. (6) The peptide sequence is AVQVTFTVQKGSDPKKLVLNIKYTRPGDSL. The MHC is HLA-DPA10103-DPB10401 with pseudo-sequence HLA-DPA10103-DPB10401. The binding affinity (normalized) is 0.208. (7) The peptide sequence is IWYMWLGARYLEFEAKK. The MHC is DRB3_0301 with pseudo-sequence DRB3_0301. The binding affinity (normalized) is 0.640.